From a dataset of Full USPTO retrosynthesis dataset with 1.9M reactions from patents (1976-2016). Predict the reactants needed to synthesize the given product. (1) Given the product [F:1][CH:2]([F:13])[C:3]1[C:7]([C:8]([Cl:16])=[O:9])=[C:6]([F:11])[N:5]([CH3:12])[N:4]=1, predict the reactants needed to synthesize it. The reactants are: [F:1][CH:2]([F:13])[C:3]1[C:7]([C:8](O)=[O:9])=[C:6]([F:11])[N:5]([CH3:12])[N:4]=1.S(Cl)([Cl:16])=O. (2) Given the product [NH2:23][C@H:16]([C:17]([N:19]([O:21][CH3:22])[CH3:20])=[O:18])[CH2:15][C:12]1[CH:13]=[CH:14][C:9]([NH:8][C:6](=[O:7])[O:5][C:1]([CH3:2])([CH3:3])[CH3:4])=[CH:10][CH:11]=1, predict the reactants needed to synthesize it. The reactants are: [C:1]([O:5][C:6]([NH:8][C:9]1[CH:14]=[CH:13][C:12]([CH2:15][C@H:16]([NH:23]C(=O)OCC2C3C=CC=CC=3C3C2=CC=CC=3)[C:17]([N:19]([O:21][CH3:22])[CH3:20])=[O:18])=[CH:11][CH:10]=1)=[O:7])([CH3:4])([CH3:3])[CH3:2].C1CCN2C(=NCCC2)CC1. (3) Given the product [OH:8][CH2:7][CH2:6][CH2:5][CH2:4][C:3]([O:2][CH3:1])=[O:10], predict the reactants needed to synthesize it. The reactants are: [CH3:1][O:2][C:3](=[O:10])[CH2:4][CH2:5][CH2:6][C:7](O)=[O:8]. (4) Given the product [F:1][CH:2]([F:5])[CH2:3][NH:12][CH2:11][C:10]1[CH:13]=[CH:14][C:7]([CH3:6])=[CH:8][CH:9]=1, predict the reactants needed to synthesize it. The reactants are: [F:1][CH:2]([F:5])[CH2:3]Cl.[CH3:6][C:7]1[CH:14]=[CH:13][C:10]([CH2:11][NH2:12])=[CH:9][CH:8]=1. (5) Given the product [Br:1][C:2]1[CH:3]=[C:4]([CH3:23])[C:5]([C:9]2[C:13](=[O:14])[CH:12]([CH2:15][CH:16]3[CH2:21][CH2:20][O:19][CH2:18][CH2:17]3)[CH2:11][C:10]=2[O:22][C:31](=[O:36])[C:32]([CH3:35])([CH3:34])[CH3:33])=[C:6]([CH3:8])[CH:7]=1, predict the reactants needed to synthesize it. The reactants are: [Br:1][C:2]1[CH:7]=[C:6]([CH3:8])[C:5]([CH:9]2[C:13](=[O:14])[CH:12]([CH2:15][CH:16]3[CH2:21][CH2:20][O:19][CH2:18][CH2:17]3)[CH2:11][C:10]2=[O:22])=[C:4]([CH3:23])[CH:3]=1.C(N(CC)CC)C.[C:31](Cl)(=[O:36])[C:32]([CH3:35])([CH3:34])[CH3:33].